From a dataset of Catalyst prediction with 721,799 reactions and 888 catalyst types from USPTO. Predict which catalyst facilitates the given reaction. (1) Reactant: [Cl:1][C:2]1[CH:3]=[C:4]([NH:8][C:9]([N:11]2[CH2:16][CH2:15][C:14]3[NH:17][N:18]=[C:19]([CH:20]4[CH2:24][CH:23]=[CH:22][CH2:21]4)[C:13]=3[CH2:12]2)=[O:10])[CH:5]=[CH:6][CH:7]=1.[Zn](CC)[CH2:26]C.ClCI. Product: [CH:23]12[CH2:26][CH:22]1[CH2:21][CH:20]([C:19]1[C:13]3[CH2:12][N:11]([C:9]([NH:8][C:4]4[CH:5]=[CH:6][CH:7]=[C:2]([Cl:1])[CH:3]=4)=[O:10])[CH2:16][CH2:15][C:14]=3[NH:17][N:18]=1)[CH2:24]2. The catalyst class is: 2. (2) Reactant: [CH3:1][C:2]1([CH3:20])[C:11]2[C:6](=[CH:7][C:8]([CH:12]([CH2:15][CH2:16][CH2:17][CH2:18][CH3:19])[CH2:13][OH:14])=[CH:9][CH:10]=2)[O:5][CH2:4][CH2:3]1.O[C:22]1[CH:31]=[CH:30][C:25]([C:26]([O:28][CH3:29])=[O:27])=[CH:24][CH:23]=1.C1(P(C2C=CC=CC=2)C2C=CC=CC=2)C=CC=CC=1.N(C(OCC)=O)=NC(OCC)=O. Product: [CH3:29][O:28][C:26](=[O:27])[C:25]1[CH:30]=[CH:31][C:22]([O:14][CH2:13][CH:12]([C:8]2[CH:7]=[C:6]3[C:11]([C:2]([CH3:20])([CH3:1])[CH2:3][CH2:4][O:5]3)=[CH:10][CH:9]=2)[CH2:15][CH2:16][CH2:17][CH2:18][CH3:19])=[CH:23][CH:24]=1. The catalyst class is: 116. (3) Reactant: [N:1]1[CH:6]=[CH:5][CH:4]=[C:3]2[CH2:7][CH2:8][CH:9]([C:10]([O:12][CH3:13])=[O:11])[C:2]=12.C1C=C(Cl)C=C(C(OO)=[O:22])C=1. Product: [N+:1]1([O-:22])[CH:6]=[CH:5][CH:4]=[C:3]2[CH2:7][CH2:8][CH:9]([C:10]([O:12][CH3:13])=[O:11])[C:2]=12. The catalyst class is: 4. (4) Reactant: [S:1]([CH2:5][CH2:6][OH:7])[CH2:2][CH2:3][OH:4].C(N(CC)CC)C.Cl[C:16](Cl)([O:18]C(=O)OC(Cl)(Cl)Cl)Cl. Product: [O:7]1[CH2:6][CH2:5][S:1][CH2:2][CH2:3][O:4][C:16]1=[O:18]. The catalyst class is: 1. (5) Reactant: C[Si](C)(C)N[Si](C)(C)C.[Li].[CH2:11]([N:18]1[C:23](=[O:24])[C:22]([CH3:25])=[C:21]2[S:26][CH:27]=[CH:28][N:20]2[C:19]1=[O:29])[C:12]1[CH:17]=[CH:16][CH:15]=[CH:14][CH:13]=1.[CH3:30][O:31][C:32]1[CH:41]=[CH:40][C:35]([CH2:36][N:37]=[C:38]=[O:39])=[CH:34][CH:33]=1.[Cl-].[NH4+]. Product: [CH3:30][O:31][C:32]1[CH:41]=[CH:40][C:35]([CH2:36][NH:37][C:38]([C:27]2[S:26][C:21]3[N:20]([C:19](=[O:29])[N:18]([CH2:11][C:12]4[CH:13]=[CH:14][CH:15]=[CH:16][CH:17]=4)[C:23](=[O:24])[C:22]=3[CH3:25])[CH:28]=2)=[O:39])=[CH:34][CH:33]=1. The catalyst class is: 765. (6) The catalyst class is: 3. Reactant: [CH2:1]([C:3]([C:21]1[CH:26]=[CH:25][C:24]([OH:27])=[C:23]([CH3:28])[CH:22]=1)([C:6]1[CH:11]=[CH:10][C:9]([C:12]#[C:13][C:14]2([OH:19])[CH2:18][CH2:17][CH2:16][CH2:15]2)=[C:8]([CH3:20])[CH:7]=1)[CH2:4][CH3:5])[CH3:2].C([O-])([O-])=O.[K+].[K+].[CH2:35]([O:37][C:38](=[O:45])[CH2:39][CH2:40][CH2:41][CH2:42][CH2:43]Br)[CH3:36].O. Product: [CH2:35]([O:37][C:38](=[O:45])[CH2:39][CH2:40][CH2:41][CH2:42][CH2:43][O:27][C:24]1[CH:25]=[CH:26][C:21]([C:3]([CH2:4][CH3:5])([C:6]2[CH:11]=[CH:10][C:9]([C:12]#[C:13][C:14]3([OH:19])[CH2:18][CH2:17][CH2:16][CH2:15]3)=[C:8]([CH3:20])[CH:7]=2)[CH2:1][CH3:2])=[CH:22][C:23]=1[CH3:28])[CH3:36].